From a dataset of Forward reaction prediction with 1.9M reactions from USPTO patents (1976-2016). Predict the product of the given reaction. (1) Given the reactants [Br:1][C:2]1[CH:3]=[C:4]([C:8]2[CH:16]=[CH:15][CH:14]=[C:13]3[C:9]=2[CH:10]=[CH:11][NH:12]3)[CH:5]=[CH:6][CH:7]=1.[Br-].[Br-].[Br-].[NH+]1C=CC=CC=1.[NH+]1C=CC=CC=1.[NH+]1C=CC=CC=1.C(O)(=[O:40])C, predict the reaction product. The product is: [Br:1][C:2]1[CH:3]=[C:4]([C:8]2[CH:16]=[CH:15][CH:14]=[C:13]3[C:9]=2[CH2:10][C:11](=[O:40])[NH:12]3)[CH:5]=[CH:6][CH:7]=1. (2) The product is: [C:11]([NH:14][C@H:9]([C:20]([OH:15])=[O:2])[CH2:8][CH2:7][S:6][CH3:5])(=[O:13])[CH3:12]. Given the reactants [C]=[O:2].[H][H].[CH3:5][S:6][CH2:7][CH2:8][CH:9]=O.[C:11]([NH2:14])(=[O:13])[CH3:12].[O:15]1[CH2:20]COCC1, predict the reaction product. (3) Given the reactants Br[C:2]1[CH:3]=[C:4]2[C:11]3([N:15]=[C:14]([NH2:16])[C:13]([CH3:17])=[N:12]3)[CH2:10][CH2:9][O:8][C:5]2=[CH:6][CH:7]=1.O[C@H]1C[NH:22][C@H](C(O)=O)C1.C([O-])([O-])=O.[K+].[K+].N, predict the reaction product. The product is: [CH3:17][C:13]1[C:14]([NH2:16])=[N:15][C:11]2([C:4]3[C:5](=[CH:6][CH:7]=[C:2]([NH2:22])[CH:3]=3)[O:8][CH2:9][CH2:10]2)[N:12]=1. (4) The product is: [Cl:22][C:23]1[CH:24]=[C:25]([NH:26][C:7]([CH:6]2[CH2:5][CH2:4][N:3]([C:10](=[O:20])[C:11](=[O:19])[NH:12][C@H:13]([CH3:18])[C:14]([F:17])([F:16])[F:15])[C:2]2([CH3:1])[CH3:21])=[O:9])[CH:27]=[C:28]([F:31])[C:29]=1[F:30]. Given the reactants [CH3:1][C:2]1([CH3:21])[CH:6]([C:7]([OH:9])=O)[CH2:5][CH2:4][N:3]1[C:10](=[O:20])[C:11](=[O:19])[NH:12][C@H:13]([CH3:18])[C:14]([F:17])([F:16])[F:15].[Cl:22][C:23]1[CH:24]=[C:25]([CH:27]=[C:28]([F:31])[C:29]=1[F:30])[NH2:26].CN(C(ON1N=NC2C=CC=NC1=2)=[N+](C)C)C.F[P-](F)(F)(F)(F)F.CCN(C(C)C)C(C)C.CN(C=O)C, predict the reaction product. (5) Given the reactants CCC([O-])(C)C.[K+].[OH:8][C:9]1[CH:17]=[CH:16][C:12]([CH2:13][C:14]#[N:15])=[CH:11][CH:10]=1.[C:18]1(=[O:24])[CH2:23][CH2:22][CH2:21][CH2:20][CH2:19]1.O, predict the reaction product. The product is: [C:14]([CH:13]([C:12]1[CH:16]=[CH:17][C:9]([OH:8])=[CH:10][CH:11]=1)[C:18]1([OH:24])[CH2:23][CH2:22][CH2:21][CH2:20][CH2:19]1)#[N:15]. (6) Given the reactants CS(O[CH2:6][CH2:7][C@H:8]([NH:15][C:16]([C@H:18]1[N:22]([S:23]([C:26]2[CH:31]=[CH:30][C:29]([C:32]3[CH:37]=[CH:36][CH:35]=[CH:34][CH:33]=3)=[CH:28][CH:27]=2)(=[O:25])=[O:24])[CH2:21][CH2:20][S:19]1)=[O:17])[C:9]1[CH:14]=[CH:13][CH:12]=[CH:11][CH:10]=1)(=O)=O.[CH2:38]([NH2:45])[C:39]1[CH:44]=[CH:43][CH:42]=[CH:41][CH:40]=1, predict the reaction product. The product is: [CH2:38]([NH:45][CH2:6][CH2:7][CH:8]([NH:15][C:16]([CH:18]1[N:22]([S:23]([C:26]2[CH:31]=[CH:30][C:29]([C:32]3[CH:37]=[CH:36][CH:35]=[CH:34][CH:33]=3)=[CH:28][CH:27]=2)(=[O:24])=[O:25])[CH2:21][CH2:20][S:19]1)=[O:17])[C:9]1[CH:14]=[CH:13][CH:12]=[CH:11][CH:10]=1)[C:39]1[CH:44]=[CH:43][CH:42]=[CH:41][CH:40]=1. (7) Given the reactants [C:1]([O:5][C:6]([NH:8][C@H:9]1[CH2:13][C@@H:12]([O:14][C:15]2[C:24]3[C:19](=[CH:20][C:21]([O:25][CH3:26])=[CH:22][CH:23]=3)[N:18]=[C:17]([C:27]3[CH:32]=[CH:31][CH:30]=[CH:29][CH:28]=3)[CH:16]=2)[CH2:11][C@H:10]1[C:33]([OH:35])=O)=[O:7])([CH3:4])([CH3:3])[CH3:2].[NH2:36][C@:37]1([C:42]([NH:44][S:45]([C:48]2[CH:53]=[CH:52][CH:51]=[C:50]([O:54][CH2:55][C:56]3[CH:61]=[CH:60][CH:59]=[CH:58][CH:57]=3)[CH:49]=2)(=[O:47])=[O:46])=[O:43])[CH2:39][C@H:38]1[CH:40]=[CH2:41].CCN(C(C)C)C(C)C.CN(C(ON1N=NC2C=CC=CC1=2)=[N+](C)C)C.[B-](F)(F)(F)F, predict the reaction product. The product is: [C:1]([O:5][C:6](=[O:7])[NH:8][C@H:9]1[CH2:13][C@@H:12]([O:14][C:15]2[C:24]3[C:19](=[CH:20][C:21]([O:25][CH3:26])=[CH:22][CH:23]=3)[N:18]=[C:17]([C:27]3[CH:28]=[CH:29][CH:30]=[CH:31][CH:32]=3)[CH:16]=2)[CH2:11][C@H:10]1[C:33](=[O:35])[NH:36][C@:37]1([C:42]([NH:44][S:45]([C:48]2[CH:53]=[CH:52][CH:51]=[C:50]([O:54][CH2:55][C:56]3[CH:61]=[CH:60][CH:59]=[CH:58][CH:57]=3)[CH:49]=2)(=[O:47])=[O:46])=[O:43])[CH2:39][C@H:38]1[CH:40]=[CH2:41])([CH3:3])([CH3:2])[CH3:4].